Dataset: Full USPTO retrosynthesis dataset with 1.9M reactions from patents (1976-2016). Task: Predict the reactants needed to synthesize the given product. Given the product [O:17]=[C:16]1[CH2:15][C:10]2[C:9]3=[C:14]([N:6]([CH2:5][C:4]([O:3][CH2:1][CH3:2])=[O:22])[CH:7]=[C:8]3[NH:19]1)[CH:13]=[CH:12][CH:11]=2, predict the reactants needed to synthesize it. The reactants are: [CH2:1]([O:3][C:4](=[O:22])[CH2:5][N:6]1[C:14]2[C:9](=[C:10]([CH2:15][C:16](O)=[O:17])[CH:11]=[CH:12][CH:13]=2)[C:8]([N+:19]([O-])=O)=[CH:7]1)[CH3:2].